From a dataset of Reaction yield outcomes from USPTO patents with 853,638 reactions. Predict the reaction yield, written as a fraction of the theoretical maximum amount of product (1.0 means a 100% yield; for example, 0.34 means a 34% yield). (1) The reactants are [NH2:1][C:2]1[CH:21]=[CH:20][C:5]([O:6][C:7]2[C:16]3[C:11](=[CH:12][C:13]([OH:19])=[C:14]([C:17]#[N:18])[CH:15]=3)[N:10]=[CH:9][CH:8]=2)=[CH:4][C:3]=1[Cl:22].CC1C=CC(S(O[CH2:34][C@@H:35]2[CH2:37][O:36]2)(=O)=O)=CC=1. No catalyst specified. The product is [NH2:1][C:2]1[CH:21]=[CH:20][C:5]([O:6][C:7]2[C:16]3[C:11](=[CH:12][C:13]([O:19][CH2:34][C@@H:35]4[CH2:37][O:36]4)=[C:14]([C:17]#[N:18])[CH:15]=3)[N:10]=[CH:9][CH:8]=2)=[CH:4][C:3]=1[Cl:22]. The yield is 0.125. (2) The reactants are [N:1]1[CH:6]=[CH:5][CH:4]=[C:3]([C:7](=[S:9])[NH2:8])[CH:2]=1.Br[CH:11]([CH:17]([CH3:22])[C:18]([F:21])([F:20])[F:19])[C:12](OCC)=[O:13].N1C=CC=CC=1. The catalyst is C(O)C. The product is [N:1]1[CH:6]=[CH:5][CH:4]=[C:3]([C:7]2[S:9][C:11]([CH:17]([CH3:22])[C:18]([F:21])([F:20])[F:19])=[C:12]([OH:13])[N:8]=2)[CH:2]=1. The yield is 0.140. (3) The reactants are [H-].[Al+3].[Li+].[H-].[H-].[H-].[N:7]1([C:18]([O:20][C:21]([CH3:24])([CH3:23])[CH3:22])=[O:19])[CH2:12][CH2:11][CH2:10][C@@H:9]([C:13](OCC)=[O:14])[CH2:8]1.[OH-].[Na+].S([O-])([O-])(=O)=O.[Na+].[Na+]. The catalyst is O1CCCC1.O. The product is [OH:14][CH2:13][C@@H:9]1[CH2:10][CH2:11][CH2:12][N:7]([C:18]([O:20][C:21]([CH3:24])([CH3:23])[CH3:22])=[O:19])[CH2:8]1. The yield is 0.950. (4) The product is [Br:36][CH:9]([CH3:8])[C:10]([C:12]1[CH:13]=[CH:14][CH:15]=[C:16]([Cl:18])[CH:17]=1)=[O:11]. The yield is 0.850. The reactants are N1(O)CCOCC1.[CH3:8][CH:9](NC(C)(C)C)[C:10]([C:12]1[CH:13]=[CH:14][CH:15]=[C:16]([Cl:18])[CH:17]=1)=[O:11].Cl.ClC1C=C(C(=O)CC)C=CC=1.[Br-:36].[Br-].O1CCOCC1. The catalyst is O1CCOCC1.O. (5) The reactants are [CH3:1][C:2]1[CH:7]=[CH:6][C:5]([CH3:8])=[CH:4][C:3]=1[OH:9].C(N(CC)CC)C.[Cl-].[Mg+2].[Cl-].[CH2:20]=[O:21]. The catalyst is C(#N)C. The product is [CH3:1][C:2]1[C:3]([OH:9])=[C:4]([C:5]([CH3:8])=[CH:6][CH:7]=1)[CH:20]=[O:21]. The yield is 0.420. (6) The reactants are Cl.[NH2:2][C@@H:3]1[C:9](=[O:10])[N:8]([CH2:11][C:12]2[C:21]3[C:16](=[CH:17][C:18]([Br:22])=[CH:19][CH:20]=3)[CH:15]=[CH:14][C:13]=2[O:23][CH3:24])[C:7]2[CH:25]=[CH:26][C:27]([C:29]#[N:30])=[CH:28][C:6]=2[NH:5][CH2:4]1.[N:31]([C:38]([O:40][C:41]([CH3:44])([CH3:43])[CH3:42])=[O:39])([CH3:37])[C@H:32]([C:34](O)=[O:35])[CH3:33].C1C=CC2N(O)N=NC=2C=1.CCN(C(C)C)C(C)C.CN(C(ON1N=NC2C=CC=CC1=2)=[N+](C)C)C.F[P-](F)(F)(F)(F)F. The catalyst is CN(C=O)C.O. The product is [C:41]([O:40][C:38](=[O:39])[N:31]([C@H:32]([C:34](=[O:35])[NH:2][C@@H:3]1[C:9](=[O:10])[N:8]([CH2:11][C:12]2[C:21]3[C:16](=[CH:17][C:18]([Br:22])=[CH:19][CH:20]=3)[CH:15]=[CH:14][C:13]=2[O:23][CH3:24])[C:7]2[CH:25]=[CH:26][C:27]([C:29]#[N:30])=[CH:28][C:6]=2[NH:5][CH2:4]1)[CH3:33])[CH3:37])([CH3:42])([CH3:43])[CH3:44]. The yield is 0.856. (7) The reactants are [NH2:1][C:2]1[C:3]([C:9]#N)=[N:4][CH:5]=[C:6]([CH3:8])[CH:7]=1.[Cl:11][C:12]1[CH:17]=[CH:16][C:15]([S:18](Cl)(=[O:20])=[O:19])=[CH:14][C:13]=1[C:22]([F:25])([F:24])[F:23].[OH-:26].[Na+].Cl.[OH2:29]. The catalyst is N1C=CC=CC=1.C1COCC1.O1CCOCC1. The product is [Cl:11][C:12]1[CH:17]=[CH:16][C:15]([S:18]([NH:1][C:2]2[C:3]([C:9]([OH:29])=[O:26])=[N:4][CH:5]=[C:6]([CH3:8])[CH:7]=2)(=[O:20])=[O:19])=[CH:14][C:13]=1[C:22]([F:25])([F:24])[F:23]. The yield is 0.880. (8) The reactants are [C:1]([O:4][C@@H:5]([CH3:24])[CH2:6][CH2:7][CH2:8][CH2:9][N:10]1[C:19](=[O:20])[C:18]2[NH:17][C:16]([CH2:21][OH:22])=[N:15][C:14]=2[N:13]([CH3:23])[C:11]1=[O:12])(=[O:3])[CH3:2].C(=O)([O-])[O-].[K+].[K+].[CH2:31](Br)[C:32]1[CH:37]=[CH:36][CH:35]=[CH:34][CH:33]=1. The catalyst is CN(C)C=O. The product is [C:1]([O:4][C@@H:5]([CH3:24])[CH2:6][CH2:7][CH2:8][CH2:9][N:10]1[C:19](=[O:20])[C:18]2[N:17]([CH2:31][C:32]3[CH:37]=[CH:36][CH:35]=[CH:34][CH:33]=3)[C:16]([CH2:21][OH:22])=[N:15][C:14]=2[N:13]([CH3:23])[C:11]1=[O:12])(=[O:3])[CH3:2]. The yield is 0.740.